This data is from Catalyst prediction with 721,799 reactions and 888 catalyst types from USPTO. The task is: Predict which catalyst facilitates the given reaction. (1) Reactant: [OH:1][C:2]1[CH:9]=[CH:8][C:5]([C:6]#[N:7])=[CH:4][C:3]=1[O:10][CH3:11].C(=O)([O-])[O-].[K+].[K+].I[CH2:19][CH:20]1[CH2:25][CH2:24][O:23][CH2:22][CH2:21]1. Product: [CH3:11][O:10][C:3]1[CH:4]=[C:5]([CH:8]=[CH:9][C:2]=1[O:1][CH2:19][CH:20]1[CH2:25][CH2:24][O:23][CH2:22][CH2:21]1)[C:6]#[N:7]. The catalyst class is: 21. (2) Reactant: C(Cl)(C(Cl)=O)=O.CS(C)=O.[OH:11][CH2:12][C@H:13]1[N:23]2[C@@H:17]([S:18][CH2:19][CH2:20][C@H:21]([NH:25][C:26](=[O:32])[O:27][C:28]([CH3:31])([CH3:30])[CH3:29])[C:22]2=[O:24])[CH2:16][CH2:15][CH2:14]1. Product: [CH:12]([C@H:13]1[N:23]2[C@@H:17]([S:18][CH2:19][CH2:20][C@H:21]([NH:25][C:26](=[O:32])[O:27][C:28]([CH3:30])([CH3:29])[CH3:31])[C:22]2=[O:24])[CH2:16][CH2:15][CH2:14]1)=[O:11]. The catalyst class is: 2. (3) Reactant: C([O:3][C:4]([C:6]1([CH2:22][CH2:23]OC)[CH2:11][CH2:10][N:9]([S:12]([C:15]2[CH:20]=[CH:19][CH:18]=[CH:17][C:16]=2[Cl:21])(=[O:14])=[O:13])[CH2:8][CH2:7]1)=O)C.[Cl-].C[Al+]C.[NH2:30][C:31]1[CH:39]=[CH:38][C:34]([C:35]([OH:37])=[O:36])=[CH:33][CH:32]=1. Product: [Cl:21][C:16]1[CH:17]=[CH:18][CH:19]=[CH:20][C:15]=1[S:12]([N:9]1[CH2:10][CH2:11][C:6]2([C:4](=[O:3])[N:30]([C:31]3[CH:39]=[CH:38][C:34]([C:35]([OH:37])=[O:36])=[CH:33][CH:32]=3)[CH2:23][CH2:22]2)[CH2:7][CH2:8]1)(=[O:14])=[O:13]. The catalyst class is: 194. (4) Reactant: [F:1][C:2]1[CH:7]=[C:6]([C:8]2[S:12][CH:11]=[N:10][C:9]=2[C:13]2[CH:18]=[CH:17][C:16]([F:19])=[CH:15][CH:14]=2)[CH:5]=[CH:4][N:3]=1.C([Li])CCC.[N:25]1[CH:30]=[CH:29][CH:28]=[C:27]([CH:31]=[O:32])[CH:26]=1. Product: [F:19][C:16]1[CH:15]=[CH:14][C:13]([C:9]2[N:10]=[C:11]([CH:31]([C:27]3[CH:26]=[N:25][CH:30]=[CH:29][CH:28]=3)[OH:32])[S:12][C:8]=2[C:6]2[CH:5]=[CH:4][N:3]=[C:2]([F:1])[CH:7]=2)=[CH:18][CH:17]=1. The catalyst class is: 1. (5) Reactant: I[C:2]1[C:3]([Cl:12])=[N:4][C:5]2[C:10]([CH:11]=1)=[CH:9][CH:8]=[CH:7][CH:6]=2.[CH3:13][O:14][C:15]1[CH:20]=[CH:19][C:18](B(O)O)=[CH:17][CH:16]=1.C([O-])([O-])=O.[Na+].[Na+]. Product: [Cl:12][C:3]1[C:2]([C:18]2[CH:19]=[CH:20][C:15]([O:14][CH3:13])=[CH:16][CH:17]=2)=[CH:11][C:10]2[C:5](=[CH:6][CH:7]=[CH:8][CH:9]=2)[N:4]=1. The catalyst class is: 109. (6) Reactant: C([O:3][C:4](=[O:15])[CH2:5][C@@H:6]([CH2:11][N+:12]([O-])=O)[CH2:7][CH:8]([CH3:10])[CH3:9])C.[OH-].[K+]. Product: [CH3:10][CH:8]([CH2:7][C@H:6]([CH2:11][NH2:12])[CH2:5][C:4]([OH:15])=[O:3])[CH3:9]. The catalyst class is: 522. (7) Reactant: IC1C=NC(N)=C2OC(C3C4C(=CN=CC=4)N(C)N=3)=CC=12.I[C:23]1[CH:28]=[N:27][C:26]([NH2:29])=[C:25]2[O:30][C:31]([C:33]3[N:34]([CH3:42])[N:35]=[C:36]4[C:41]=3[CH:40]=[CH:39][N:38]=[CH:37]4)=[CH:32][C:24]=12.CC1(C)C(C)(C)OB([C:51]2[CH:52]=[N:53][N:54]([CH:56]3[CH2:61][CH2:60][N:59]([C:62](=[O:64])[CH3:63])[CH2:58][CH2:57]3)[CH:55]=2)O1.C(=O)([O-])[O-].[K+].[K+]. Product: [NH2:29][C:26]1[N:27]=[CH:28][C:23]([C:51]2[CH:52]=[N:53][N:54]([CH:56]3[CH2:57][CH2:58][N:59]([C:62](=[O:64])[CH3:63])[CH2:60][CH2:61]3)[CH:55]=2)=[C:24]2[CH:32]=[C:31]([C:33]3[N:34]([CH3:42])[N:35]=[C:36]4[C:41]=3[CH:40]=[CH:39][N:38]=[CH:37]4)[O:30][C:25]=12. The catalyst class is: 38. (8) Reactant: COC1C=C(OC)C=CC=1C[N:6]1[C:10]2[N:11]=[C:12]([C:15]3[C:23]4[C:18](=[N:19][CH:20]=[C:21]([F:24])[CH:22]=4)[N:17]([CH2:25][C:26]4[CH:31]=[CH:30][CH:29]=[CH:28][C:27]=4[F:32])[N:16]=3)[N:13]=[CH:14][C:9]=2[N:8]([CH3:33])[S:7]1(=[O:35])=[O:34].C([SiH](CC)CC)C. Product: [F:24][C:21]1[CH:22]=[C:23]2[C:15]([C:12]3[N:13]=[CH:14][C:9]4[N:8]([CH3:33])[S:7](=[O:34])(=[O:35])[NH:6][C:10]=4[N:11]=3)=[N:16][N:17]([CH2:25][C:26]3[CH:31]=[CH:30][CH:29]=[CH:28][C:27]=3[F:32])[C:18]2=[N:19][CH:20]=1. The catalyst class is: 55. (9) Reactant: Br[C:2]1[N:3]=[C:4]2[C:10]([C:11]([NH:13]C(C)(C)CO)=[O:12])=[CH:9][N:8](COCC[Si](C)(C)C)[C:5]2=[N:6][CH:7]=1.[I-].[Na+].CN[C@@H]1CCCC[C@H]1NC.ClC1C=C2C(C=NN2)=CC=1.[O-]P([O-])([O-])=O.[K+].[K+].[K+]. Product: [N:3]1[CH:2]=[CH:7][N:6]=[C:5]2[NH:8][CH:9]=[C:10]([C:11]([NH2:13])=[O:12])[C:4]=12. The catalyst class is: 432. (10) Reactant: Cl.CN(C)[CH2:4][CH2:5][CH2:6][N:7]=C=NCC.O[N:14]1[C:18]2[CH:19]=[CH:20][CH:21]=[CH:22][C:17]=2N=N1.[CH:23](N(C(C)C)CC)([CH3:25])[CH3:24].[C:32]([O:36][C:37]([NH:39][C@H:40]([CH2:44][C:45]1[CH:50]=[CH:49][CH:48]=[CH:47][C:46]=1[O:51][C:52]([F:55])([F:54])[F:53])[C:41]([OH:43])=O)=[O:38])([CH3:35])([CH3:34])[CH3:33].[O:56]1CCC[CH2:57]1. Product: [C:32]([O:36][C:37](=[O:38])[NH:39][C@@H:40]([C:41](=[O:43])[NH:7][C@@H:6]1[CH2:5][CH2:4][C:17]2[CH:22]=[CH:21][CH:20]=[CH:19][C:18]=2[N:14]([CH:23]([CH3:25])[CH3:24])[C:57]1=[O:56])[CH2:44][C:45]1[CH:50]=[CH:49][CH:48]=[CH:47][C:46]=1[O:51][C:52]([F:55])([F:54])[F:53])([CH3:34])([CH3:35])[CH3:33]. The catalyst class is: 6.